From a dataset of Full USPTO retrosynthesis dataset with 1.9M reactions from patents (1976-2016). Predict the reactants needed to synthesize the given product. (1) Given the product [F:29][C:26]1[CH:25]=[CH:24][C:23]([CH2:22][CH2:21][NH:20][C:18]([N:15]2[CH2:14][CH2:13][CH:12]([NH:11][C:10]3[CH:9]=[CH:8][C:7]([CH2:6][CH2:5][NH:4][CH2:61][C@H:59]([OH:60])[CH2:58][O:57][C:54]4[CH:55]=[CH:56][C:51]([OH:50])=[CH:52][CH:53]=4)=[CH:31][CH:30]=3)[CH2:17][CH2:16]2)=[O:19])=[CH:28][CH:27]=1, predict the reactants needed to synthesize it. The reactants are: C(O)=O.[NH2:4][CH2:5][CH2:6][C:7]1[CH:31]=[CH:30][C:10]([NH:11][CH:12]2[CH2:17][CH2:16][N:15]([C:18]([NH:20][CH2:21][CH2:22][C:23]3[CH:28]=[CH:27][C:26]([F:29])=[CH:25][CH:24]=3)=[O:19])[CH2:14][CH2:13]2)=[CH:9][CH:8]=1.[SiH4].C([Si]([O:50][C:51]1[CH:56]=[CH:55][C:54]([O:57][CH2:58][CH:59]2[CH2:61][O:60]2)=[CH:53][CH:52]=1)(C1C=CC=CC=1)C1C=CC=CC=1)(C)(C)C. (2) Given the product [F:1][C:2]1[CH:3]=[C:4]2[C:8](=[CH:9][CH:10]=1)[N:7]([CH2:11][C:12]1[C:21]3[C:16](=[CH:17][CH:18]=[CH:19][CH:20]=3)[CH:15]=[CH:14][CH:13]=1)[C:6]([C:22]([OH:23])=[O:27])=[C:5]2[CH2:25][C:24]([N:28]1[CH2:33][CH2:32][O:31][CH2:30][CH2:29]1)=[O:26], predict the reactants needed to synthesize it. The reactants are: [F:1][C:2]1[CH:3]=[C:4]2[C:8](=[CH:9][CH:10]=1)[N:7]([CH2:11][C:12]1[C:21]3[C:16](=[CH:17][CH:18]=[CH:19][CH:20]=3)[CH:15]=[CH:14][CH:13]=1)[C:6]1[C:22](=[O:27])[O:23][C:24](=[O:26])[CH2:25][C:5]2=1.[NH:28]1[CH2:33][CH2:32][O:31][CH2:30][CH2:29]1. (3) Given the product [CH2:4]([C:3]([C:6]1[CH:7]=[CH:8][C:9]([OH:14])=[C:10]([CH:11]([OH:12])[CH3:15])[CH:13]=1)=[CH:1][CH3:2])[CH3:5], predict the reactants needed to synthesize it. The reactants are: [CH2:1]([C:3]([C:6]1[CH:7]=[CH:8][C:9]([OH:14])=[C:10]([CH:13]=1)[CH:11]=[O:12])=[CH:4][CH3:5])[CH3:2].[CH3:15][Mg]Br. (4) Given the product [CH:8]1([S:13][C:14]2[N:18]([C:19]3[CH:24]=[CH:23][C:22]([C:25]([O:27][CH3:28])=[O:26])=[CH:21][CH:20]=3)[N:17]=[CH:16][C:15]=2[C:29]([OH:31])=[O:30])[CH2:9][CH2:10][CH2:11][CH2:12]1, predict the reactants needed to synthesize it. The reactants are: FC(F)(F)C(O)=O.[CH:8]1([S:13][C:14]2[N:18]([C:19]3[CH:24]=[CH:23][C:22]([C:25]([O:27][CH3:28])=[O:26])=[CH:21][CH:20]=3)[N:17]=[CH:16][C:15]=2[C:29]([O:31]C(C)(C)C)=[O:30])[CH2:12][CH2:11][CH2:10][CH2:9]1. (5) Given the product [CH2:13]([O:15][C:16](=[O:36])[CH:17]=[C:18]([C:2]1[CH:3]=[C:4]2[C:8](=[CH:9][CH:10]=1)[NH:7][N:6]=[C:5]2[O:11][CH3:12])[C:19]1[CH:24]=[CH:23][CH:22]=[CH:21][CH:20]=1)[CH3:14], predict the reactants needed to synthesize it. The reactants are: Br[C:2]1[CH:3]=[C:4]2[C:8](=[CH:9][CH:10]=1)[NH:7][N:6]=[C:5]2[O:11][CH3:12].[CH2:13]([O:15][C:16](=[O:36])[CH:17]=[C:18](C1C=CC(OC)=C2C=1C=CN2)[C:19]1[CH:24]=[CH:23][CH:22]=[CH:21][CH:20]=1)[CH3:14]. (6) Given the product [OH:20][C:21]1[CH:33]=[CH:32][C:24]2[C:25](=[O:31])[O:26][C:27]([CH3:29])([CH3:30])[O:28][C:23]=2[CH:22]=1, predict the reactants needed to synthesize it. The reactants are: C(OC(=O)N(CC1C=CC([O:20][C:21]2[CH:33]=[CH:32][C:24]3[C:25](=[O:31])[O:26][C:27]([CH3:30])([CH3:29])[O:28][C:23]=3[CH:22]=2)=C(F)C=1)CCC(C)C)(C)(C)C.